Dataset: Peptide-MHC class II binding affinity with 134,281 pairs from IEDB. Task: Regression. Given a peptide amino acid sequence and an MHC pseudo amino acid sequence, predict their binding affinity value. This is MHC class II binding data. (1) The peptide sequence is KENIKYEVAIFVHGP. The MHC is DRB1_1101 with pseudo-sequence DRB1_1101. The binding affinity (normalized) is 0.474. (2) The peptide sequence is PSPIGYLGLLSQRTR. The MHC is DRB1_0701 with pseudo-sequence DRB1_0701. The binding affinity (normalized) is 0.525.